This data is from Forward reaction prediction with 1.9M reactions from USPTO patents (1976-2016). The task is: Predict the product of the given reaction. (1) The product is: [C:19]([O:23][C:24]([N:26]1[CH2:31][CH2:30][CH:29]([NH:32][C:2]2[N:11]=[C:10]([C:12]3[CH:17]=[CH:16][CH:15]=[CH:14][C:13]=3[F:18])[C:9]3[C:4](=[CH:5][CH:6]=[CH:7][CH:8]=3)[N:3]=2)[CH2:28][CH2:27]1)=[O:25])([CH3:22])([CH3:20])[CH3:21]. Given the reactants Cl[C:2]1[N:11]=[C:10]([C:12]2[CH:17]=[CH:16][CH:15]=[CH:14][C:13]=2[F:18])[C:9]2[C:4](=[CH:5][CH:6]=[CH:7][CH:8]=2)[N:3]=1.[C:19]([O:23][C:24]([N:26]1[CH2:31][CH2:30][CH:29]([NH2:32])[CH2:28][CH2:27]1)=[O:25])([CH3:22])([CH3:21])[CH3:20], predict the reaction product. (2) Given the reactants [C:1]([O:5][C:6]([N:8]1[CH2:12][C@H:11]([C:13]2[CH:18]=[CH:17][CH:16]=[CH:15][CH:14]=2)[CH2:10][C@H:9]1[CH2:19]OS(C)(=O)=O)=[O:7])([CH3:4])([CH3:3])[CH3:2].[Li].CN([BH3-])C.C(B(CC)CC)C, predict the reaction product. The product is: [C:1]([O:5][C:6]([N:8]1[CH2:12][C@H:11]([C:13]2[CH:18]=[CH:17][CH:16]=[CH:15][CH:14]=2)[CH2:10][C@H:9]1[CH3:19])=[O:7])([CH3:4])([CH3:2])[CH3:3]. (3) The product is: [Br:1][C:2]1[CH:3]=[C:4]2[C:10]([C:20]#[N:21])=[N:9][N:8]([CH2:12][O:13][CH2:14][CH2:15][Si:16]([CH3:19])([CH3:18])[CH3:17])[C:5]2=[N:6][CH:7]=1. Given the reactants [Br:1][C:2]1[CH:3]=[C:4]2[C:10](I)=[N:9][N:8]([CH2:12][O:13][CH2:14][CH2:15][Si:16]([CH3:19])([CH3:18])[CH3:17])[C:5]2=[N:6][CH:7]=1.[CH3:20][N:21](C=O)C, predict the reaction product.